From a dataset of Full USPTO retrosynthesis dataset with 1.9M reactions from patents (1976-2016). Predict the reactants needed to synthesize the given product. (1) The reactants are: C1COCC1.C([O-])([O-])=O.[K+].[K+].[C:12]1([S:18]([O-:20])=[O:19])[CH:17]=[CH:16][CH:15]=[CH:14][CH:13]=1.[Na+].[N+:22]([C:25]1[CH:32]=[CH:31][C:28]([CH2:29]Br)=[CH:27][CH:26]=1)([O-:24])=[O:23]. Given the product [N+:22]([C:25]1[CH:32]=[CH:31][C:28]([CH2:29][S:18]([C:12]2[CH:17]=[CH:16][CH:15]=[CH:14][CH:13]=2)(=[O:20])=[O:19])=[CH:27][CH:26]=1)([O-:24])=[O:23], predict the reactants needed to synthesize it. (2) Given the product [F:21][C:16]1[CH:15]=[CH:14][C:13]([C:11]2[O:1][N:2]=[C:3]([C:4]3[CH:5]=[N:6][CH:7]=[CH:8][CH:9]=3)[CH:12]=2)=[CH:20][C:17]=1[C:18]#[N:19], predict the reactants needed to synthesize it. The reactants are: [OH:1][N:2]=[C:3](Cl)[C:4]1[CH:9]=[CH:8][CH:7]=[N:6][CH:5]=1.[C:11]([C:13]1[CH:14]=[CH:15][C:16]([F:21])=[C:17]([CH:20]=1)[C:18]#[N:19])#[CH:12].N. (3) Given the product [CH3:26][N:27]([CH3:32])[CH2:28][C:29]([NH:15][C:12]1[CH:13]=[CH:14][C:9]([B:4]2[O:3][C:2]([CH3:16])([CH3:1])[C:6]([CH3:7])([CH3:8])[O:5]2)=[CH:10][CH:11]=1)=[O:30], predict the reactants needed to synthesize it. The reactants are: [CH3:1][C:2]1([CH3:16])[C:6]([CH3:8])([CH3:7])[O:5][B:4]([C:9]2[CH:14]=[CH:13][C:12]([NH2:15])=[CH:11][CH:10]=2)[O:3]1.C(N(C(C)C)CC)(C)C.[CH3:26][N:27]([CH3:32])[CH2:28][C:29](Cl)=[O:30].